From a dataset of Forward reaction prediction with 1.9M reactions from USPTO patents (1976-2016). Predict the product of the given reaction. (1) Given the reactants [Cl:1][C:2]1[CH:7]=[C:6]2[NH:8][C:9](=[O:41])[C:10]3([CH:15]([C:16]4[CH:21]=[C:20]([Cl:22])[CH:19]=[CH:18][C:17]=4[O:23][CH2:24][CH:25]([C:27]([O:29]CC)=[O:28])[CH3:26])[CH2:14][C:13](=[O:32])[NH:12][CH:11]3[C:33]3[CH:38]=[C:37]([F:39])[CH:36]=[CH:35][C:34]=3[F:40])[C:5]2=[CH:4][CH:3]=1.[OH-].[Na+].O, predict the reaction product. The product is: [Cl:1][C:2]1[CH:7]=[C:6]2[NH:8][C:9](=[O:41])[C:10]3([CH:15]([C:16]4[CH:21]=[C:20]([Cl:22])[CH:19]=[CH:18][C:17]=4[O:23][CH2:24][CH:25]([C:27]([OH:29])=[O:28])[CH3:26])[CH2:14][C:13](=[O:32])[NH:12][CH:11]3[C:33]3[CH:38]=[C:37]([F:39])[CH:36]=[CH:35][C:34]=3[F:40])[C:5]2=[CH:4][CH:3]=1. (2) Given the reactants OS(O)(=O)=O.[Cl:6][C:7]1[CH:8]=[C:9]([C:14]2([C:20]([CH:22]([C:28]([O:30][CH2:31][CH3:32])=[O:29])[C:23](OCC)=[O:24])=[O:21])[CH2:19][CH2:18][O:17][CH2:16][CH2:15]2)[CH:10]=[CH:11][C:12]=1[Cl:13], predict the reaction product. The product is: [Cl:13][C:12]1[CH:11]=[C:10]2[C:9](=[CH:8][C:7]=1[Cl:6])[C:14]1([CH2:19][CH2:18][O:17][CH2:16][CH2:15]1)[C:20](=[O:21])[C:22]([C:28]([O:30][CH2:31][CH3:32])=[O:29])=[C:23]2[OH:24].